This data is from Catalyst prediction with 721,799 reactions and 888 catalyst types from USPTO. The task is: Predict which catalyst facilitates the given reaction. (1) Reactant: [CH3:1][C:2]1[C:3]([C:16]2([CH3:29])[C:20]3[CH:21]=[CH:22][C:23]([C:25]([O:27]C)=[O:26])=[CH:24][C:19]=3[O:18][CH2:17]2)=[CH:4][C:5]2[C:6]([CH3:15])([CH3:14])[CH2:7][CH2:8][C:9]([CH3:13])([CH3:12])[C:10]=2[CH:11]=1.[OH-].[Na+].[OH-].[Li+].CCOC(C)=O. Product: [CH3:1][C:2]1[C:3]([C:16]2([CH3:29])[C:20]3[CH:21]=[CH:22][C:23]([C:25]([OH:27])=[O:26])=[CH:24][C:19]=3[O:18][CH2:17]2)=[CH:4][C:5]2[C:6]([CH3:15])([CH3:14])[CH2:7][CH2:8][C:9]([CH3:12])([CH3:13])[C:10]=2[CH:11]=1. The catalyst class is: 194. (2) Reactant: [C:1]([C:3]1[C:8]([CH3:9])=[CH:7][C:6]([NH:10][CH:11]2[CH2:16][CH2:15][N:14]([C:17]([O:19][C:20]([CH3:23])([CH3:22])[CH3:21])=[O:18])[CH2:13][CH2:12]2)=[C:5]([N+:24]([O-])=O)[CH:4]=1)#[N:2].O.NN. Product: [NH2:24][C:5]1[CH:4]=[C:3]([C:1]#[N:2])[C:8]([CH3:9])=[CH:7][C:6]=1[NH:10][CH:11]1[CH2:12][CH2:13][N:14]([C:17]([O:19][C:20]([CH3:23])([CH3:22])[CH3:21])=[O:18])[CH2:15][CH2:16]1. The catalyst class is: 171. (3) Reactant: C(OC(=O)[NH:7][C@H:8]([C:16](=[O:26])[NH:17][C:18]1[CH:23]=[CH:22][C:21]([I:24])=[CH:20][C:19]=1[F:25])[CH2:9][C:10]1[CH:15]=[CH:14][CH:13]=[CH:12][N:11]=1)(C)(C)C.FC(F)(F)C(O)=O. Product: [NH2:7][C@@H:8]([CH2:9][C:10]1[CH:15]=[CH:14][CH:13]=[CH:12][N:11]=1)[C:16]([NH:17][C:18]1[CH:23]=[CH:22][C:21]([I:24])=[CH:20][C:19]=1[F:25])=[O:26]. The catalyst class is: 4. (4) Reactant: C(OC(=O)[NH:10][CH2:11][CH2:12][CH2:13][N:14]1[C:18]2[N:19]=[C:20]([NH:23][C:24]3[CH:25]=[N:26][C:27]([N:30]4[CH2:35][CH2:34][O:33][CH2:32][CH2:31]4)=[CH:28][CH:29]=3)[N:21]=[CH:22][C:17]=2[CH:16]=[CH:15]1)C1C=CC=CC=1.C(OCC)(=O)C. Product: [NH2:10][CH2:11][CH2:12][CH2:13][N:14]1[C:18]2[N:19]=[C:20]([NH:23][C:24]3[CH:25]=[N:26][C:27]([N:30]4[CH2:35][CH2:34][O:33][CH2:32][CH2:31]4)=[CH:28][CH:29]=3)[N:21]=[CH:22][C:17]=2[CH:16]=[CH:15]1. The catalyst class is: 29. (5) Reactant: Br.[Br:2][CH:3]1[C:8](=[O:9])[CH2:7][CH2:6][NH:5][CH2:4]1.C(N(CC)C(C)C)(C)C.[C:19]([O:23][C:24](O[C:24]([O:23][C:19]([CH3:22])([CH3:21])[CH3:20])=[O:25])=[O:25])([CH3:22])([CH3:21])[CH3:20]. Product: [C:19]([O:23][C:24]([N:5]1[CH2:6][CH2:7][C:8](=[O:9])[CH:3]([Br:2])[CH2:4]1)=[O:25])([CH3:22])([CH3:21])[CH3:20]. The catalyst class is: 30. (6) Reactant: [NH2:1][C:2]1[N:3]=[CH:4][C:5]2[CH2:11][N:10]([C:12]3[CH:13]=[C:14]([CH:18]=[CH:19][CH:20]=3)[C:15](O)=[O:16])[CH2:9][CH2:8][C:6]=2[N:7]=1.C(N(CC)C(C)C)(C)C.CN(C(ON1N=NC2C=CC=CC1=2)=[N+](C)C)C.F[P-](F)(F)(F)(F)F.[NH2:54][C:55]1[CH:60]=[CH:59][CH:58]=[C:57]([CH3:61])[CH:56]=1. Product: [NH2:1][C:2]1[N:3]=[CH:4][C:5]2[CH2:11][N:10]([C:12]3[CH:13]=[C:14]([CH:18]=[CH:19][CH:20]=3)[C:15]([NH:54][C:55]3[CH:56]=[C:57]([CH3:61])[CH:58]=[CH:59][CH:60]=3)=[O:16])[CH2:9][CH2:8][C:6]=2[N:7]=1. The catalyst class is: 3. (7) Reactant: [CH3:1][C:2]1[O:6][N:5]=[C:4]([C:7]2[CH:12]=[CH:11][CH:10]=[CH:9][N:8]=2)[C:3]=1[CH2:13][O:14][C:15]1[CH:16]=[CH:17][C:18]([C:21]([OH:23])=O)=[N:19][CH:20]=1.F[B-](F)(F)F.N1(OC(N(C)C)=[N+](C)C)C2C=CC=CC=2N=N1.C(N(CC)C(C)C)(C)C.[NH2:55][CH:56]1[CH2:61][CH2:60][O:59][CH2:58][CH2:57]1. Product: [O:59]1[CH2:60][CH2:61][CH:56]([NH:55][C:21]([C:18]2[CH:17]=[CH:16][C:15]([O:14][CH2:13][C:3]3[C:4]([C:7]4[CH:12]=[CH:11][CH:10]=[CH:9][N:8]=4)=[N:5][O:6][C:2]=3[CH3:1])=[CH:20][N:19]=2)=[O:23])[CH2:57][CH2:58]1. The catalyst class is: 3. (8) Reactant: [CH3:1][C:2]([O:5][C:6]([N:8]1[CH2:12][CH2:11][C@@H:10]([CH2:13][C:14]([OH:16])=[O:15])[CH2:9]1)=[O:7])([CH3:4])[CH3:3].[CH2:17](OCC)[CH3:18].Cl.CN(C)CCCN=C=NCC.C(O)C. Product: [CH2:17]([O:15][C:14](=[O:16])[CH2:13][C@@H:10]1[CH2:11][CH2:12][N:8]([C:6]([O:5][C:2]([CH3:1])([CH3:3])[CH3:4])=[O:7])[CH2:9]1)[CH3:18]. The catalyst class is: 777. (9) Reactant: Cl.[CH2:2]1[C:6]2([CH2:11][CH2:10][NH:9][CH2:8][CH2:7]2)[CH2:5][C@@H:4]([C:12]([O:14][CH2:15][CH3:16])=[O:13])[N:3]1[C:17]([O:19]CC1C=CC=CC=1)=[O:18].O(C(O[C:31]([CH3:34])([CH3:33])[CH3:32])=O)C(O[C:31]([CH3:34])([CH3:33])[CH3:32])=O.CC(O)=O. Product: [CH2:2]1[C:6]2([CH2:11][CH2:10][NH:9][CH2:8][CH2:7]2)[CH2:5][C@@H:4]([C:12]([O:14][CH2:15][CH3:16])=[O:13])[N:3]1[C:17]([O:19][C:31]([CH3:34])([CH3:33])[CH3:32])=[O:18]. The catalyst class is: 50.